Dataset: Full USPTO retrosynthesis dataset with 1.9M reactions from patents (1976-2016). Task: Predict the reactants needed to synthesize the given product. Given the product [CH3:14][O:13][CH2:11][C:4]([CH2:3][O:2][CH3:1])([C:7]([CH3:8])([CH3:10])[CH3:9])[CH2:5][O:6][C:25]1([CH3:29])[CH2:24][CH2:23][CH2:28][CH2:27][CH2:26]1, predict the reactants needed to synthesize it. The reactants are: [CH3:1][O:2][CH2:3][C:4]([CH:11]([O:13][CH:14]1CCCCC1)C)([C:7]([CH3:10])([CH3:9])[CH3:8])[CH2:5][OH:6].[H-].[Na+].[I-].[CH3:23][CH2:24][CH2:25][CH2:26][CH2:27][CH3:28].[C:29](OCC)(=O)C.